Dataset: Catalyst prediction with 721,799 reactions and 888 catalyst types from USPTO. Task: Predict which catalyst facilitates the given reaction. (1) Reactant: Br[C:2]1[CH:3]=[CH:4][C:5]([C:8]#[C:9][C:10]2[CH:15]=[CH:14][CH:13]=[CH:12][CH:11]=2)=[N:6][CH:7]=1.[CH3:16][C:17]1([CH3:23])[CH2:21][NH:20][C:19](=[O:22])[CH2:18]1.C(=O)([O-])[O-].[K+].[K+].CNCCNC. Product: [CH3:16][C:17]1([CH3:23])[CH2:21][N:20]([C:2]2[CH:7]=[N:6][C:5]([C:8]#[C:9][C:10]3[CH:15]=[CH:14][CH:13]=[CH:12][CH:11]=3)=[CH:4][CH:3]=2)[C:19](=[O:22])[CH2:18]1. The catalyst class is: 185. (2) Reactant: [C:1]([O:5][C:6]([N:8]1[C:16]2[C:11](=[C:12]([CH3:17])[CH:13]=[CH:14][CH:15]=2)[CH:10]=[C:9]1[C:18]([O:20][CH3:21])=[O:19])=[O:7])([CH3:4])([CH3:3])[CH3:2].C1C(=O)N([Br:29])C(=O)C1. Product: [Br:29][CH2:17][C:12]1[CH:13]=[CH:14][CH:15]=[C:16]2[C:11]=1[CH:10]=[C:9]([C:18]([O:20][CH3:21])=[O:19])[N:8]2[C:6]([O:5][C:1]([CH3:4])([CH3:3])[CH3:2])=[O:7]. The catalyst class is: 855. (3) Reactant: [Cl:1][C:2]1[CH:49]=[CH:48][C:5]([CH2:6][N:7]([CH2:14][C:15]2[CH:20]=[CH:19][C:18]([C:21]#[C:22][C:23]3[CH:28]=[C:27]([C:29]4[C:33]5[CH2:34][NH:35][CH2:36][CH2:37][C:32]=5[N:31]([CH2:38][CH2:39][CH2:40][N:41]5[CH2:46][CH2:45][O:44][CH2:43][CH2:42]5)[N:30]=4)[CH:26]=[CH:25][C:24]=3[Cl:47])=[CH:17][CH:16]=2)C(=O)C(F)(F)F)=[CH:4][CH:3]=1.[C:50](O)(=[O:54])[C:51]([NH2:53])=[O:52].CN(C(ON1N=NC2C=CC=NC1=2)=[N+](C)C)C.F[P-](F)(F)(F)(F)F.C1C=NC2N(O)N=NC=2C=1.CCN(C(C)C)C(C)C.C([O-])(O)=O.[Na+]. Product: [Cl:47][C:24]1[CH:25]=[CH:26][C:27]([C:29]2[C:33]3[CH2:34][N:35]([C:50](=[O:54])[C:51]([NH2:53])=[O:52])[CH2:36][CH2:37][C:32]=3[N:31]([CH2:38][CH2:39][CH2:40][N:41]3[CH2:46][CH2:45][O:44][CH2:43][CH2:42]3)[N:30]=2)=[CH:28][C:23]=1[C:22]#[C:21][C:18]1[CH:17]=[CH:16][C:15]([CH2:14][NH:7][CH2:6][C:5]2[CH:48]=[CH:49][C:2]([Cl:1])=[CH:3][CH:4]=2)=[CH:20][CH:19]=1. The catalyst class is: 3. (4) The catalyst class is: 61. Reactant: [CH2:1]([N:3]1[CH:7]=[C:6]([C:8]2[CH:9]=[C:10]([CH:12]=[CH:13][CH:14]=2)[NH2:11])[C:5]([C:15]2[CH:20]=[CH:19][N:18]=[CH:17][CH:16]=2)=[N:4]1)[CH3:2].CCN(C(C)C)C(C)C.ClC(Cl)(O[C:34](=[O:40])OC(Cl)(Cl)Cl)Cl.[F:42][C:43]1[CH:44]=[C:45]([CH:47]=[CH:48][C:49]=1[Br:50])[NH2:46]. Product: [Br:50][C:49]1[CH:48]=[CH:47][C:45]([NH:46][C:34]([NH:11][C:10]2[CH:12]=[CH:13][CH:14]=[C:8]([C:6]3[C:5]([C:15]4[CH:16]=[CH:17][N:18]=[CH:19][CH:20]=4)=[N:4][N:3]([CH2:1][CH3:2])[CH:7]=3)[CH:9]=2)=[O:40])=[CH:44][C:43]=1[F:42].